From a dataset of Full USPTO retrosynthesis dataset with 1.9M reactions from patents (1976-2016). Predict the reactants needed to synthesize the given product. (1) Given the product [CH3:27][N:28]1[CH2:32][CH2:33][N:1]([C:2]2[CH:10]=[CH:9][CH:8]=[C:7]3[C:3]=2[CH2:4][CH:5]([C:11]([NH:13][C:14]2[CH:19]=[CH:18][C:17]([N:20]4[CH2:25][CH2:24][O:23][CH2:22][CH2:21]4)=[CH:16][CH:15]=2)=[O:12])[CH2:6]3)[CH2:30][CH2:29]1, predict the reactants needed to synthesize it. The reactants are: [NH2:1][C:2]1[CH:10]=[CH:9][CH:8]=[C:7]2[C:3]=1[CH2:4][CH:5]([C:11]([NH:13][C:14]1[CH:19]=[CH:18][C:17]([N:20]3[CH2:25][CH2:24][O:23][CH2:22][CH2:21]3)=[CH:16][CH:15]=1)=[O:12])[CH2:6]2.Cl.[CH3:27][N:28]([CH2:32][CH2:33]Cl)[CH2:29][CH2:30]Cl.C(=O)([O-])O.[Na+]. (2) The reactants are: [Cl:1][C:2]1[CH:3]=[CH:4][C:5]([C:21]([F:24])([F:23])[F:22])=[C:6]([CH:8]2[CH2:13][CH2:12][N:11]([C:14](OC(C)(C)C)=[O:15])[CH2:10][CH2:9]2)[CH:7]=1.Cl.[Br:26][C:27]1[CH:28]=[CH:29][C:30]2[N:31]([C:33](C(OCC)=O)=[N:34][N:35]=2)[CH:32]=1.O.[OH-].[Li+].F[P-](F)(F)(F)(F)F.N1(O[P+](N(C)C)(N(C)C)N(C)C)C2C=CC=CC=2N=N1.C(N(CC)C(C)C)(C)C. Given the product [Br:26][C:27]1[CH:28]=[CH:29][C:30]2[N:31]([C:33]([C:14]([N:11]3[CH2:10][CH2:9][CH:8]([C:6]4[CH:7]=[C:2]([Cl:1])[CH:3]=[CH:4][C:5]=4[C:21]([F:23])([F:24])[F:22])[CH2:13][CH2:12]3)=[O:15])=[N:34][N:35]=2)[CH:32]=1, predict the reactants needed to synthesize it. (3) Given the product [Cl:20][C:5]1[C:6]([NH:8][C:9]2[CH:19]=[CH:18][CH:17]=[CH:16][C:10]=2[C:11]([NH:13][CH2:14][CH3:15])=[O:12])=[N:7][C:2]([NH:38][C:35]2[CH:36]=[CH:37][C:30]3[CH2:29][CH2:28][CH:27]([N:21]4[CH2:26][CH2:25][O:24][CH2:23][CH2:22]4)[CH2:33][CH2:32][C:31]=3[CH:34]=2)=[N:3][CH:4]=1, predict the reactants needed to synthesize it. The reactants are: Cl[C:2]1[N:7]=[C:6]([NH:8][C:9]2[CH:19]=[CH:18][CH:17]=[CH:16][C:10]=2[C:11]([NH:13][CH2:14][CH3:15])=[O:12])[C:5]([Cl:20])=[CH:4][N:3]=1.[N:21]1([CH:27]2[CH2:33][CH2:32][C:31]3[CH:34]=[C:35]([NH2:38])[CH:36]=[CH:37][C:30]=3[CH2:29][CH2:28]2)[CH2:26][CH2:25][O:24][CH2:23][CH2:22]1. (4) Given the product [C:19]([CH2:18][O:17][C:10]1[C:11]([CH2:15][NH:31][CH2:30][C:29]2[CH:32]=[CH:33][C:26]([O:25][C:24]([F:23])([F:34])[F:35])=[CH:27][CH:28]=2)=[C:12]2[C:7](=[CH:8][CH:9]=1)[CH:6]=[C:5]([C:3]([OH:2])=[O:4])[CH:14]=[CH:13]2)([OH:21])=[O:20], predict the reactants needed to synthesize it. The reactants are: C[O:2][C:3]([C:5]1[CH:14]=[CH:13][C:12]2[C:7](=[CH:8][CH:9]=[C:10]([O:17][CH2:18][C:19]([O:21]C)=[O:20])[C:11]=2[CH:15]=O)[CH:6]=1)=[O:4].[F:23][C:24]([F:35])([F:34])[O:25][C:26]1[CH:33]=[CH:32][C:29]([CH2:30][NH2:31])=[CH:28][CH:27]=1. (5) Given the product [CH2:39]([N:36]1[CH2:35][CH2:34][N:33]([C:25]2[C:26]3[C:31](=[CH:30][CH:29]=[CH:28][CH:27]=3)[CH:32]=[C:23]([C:6]3[CH:7]=[CH:8][C:3]([O:2][CH3:1])=[N:4][CH:5]=3)[N:24]=2)[CH2:38][CH2:37]1)[CH3:40], predict the reactants needed to synthesize it. The reactants are: [CH3:1][O:2][C:3]1[CH:8]=[CH:7][C:6]([Sn](CCCC)(CCCC)CCCC)=[CH:5][N:4]=1.Br[C:23]1[N:24]=[C:25]([N:33]2[CH2:38][CH2:37][N:36]([CH2:39][CH3:40])[CH2:35][CH2:34]2)[C:26]2[C:31]([CH:32]=1)=[CH:30][CH:29]=[CH:28][CH:27]=2. (6) Given the product [NH2:25][C:22]1[CH:23]=[CH:24][C:2]([CH3:1])=[C:3]([CH:21]=1)[NH:4][C:5]1[CH:10]=[C:9]([C:11]([F:13])([F:14])[F:12])[N:8]=[C:7]([C:15]2[CH:20]=[CH:19][N:18]=[CH:17][CH:16]=2)[N:6]=1, predict the reactants needed to synthesize it. The reactants are: [CH3:1][C:2]1[CH:24]=[CH:23][C:22]([N+:25]([O-])=O)=[CH:21][C:3]=1[NH:4][C:5]1[CH:10]=[C:9]([C:11]([F:14])([F:13])[F:12])[N:8]=[C:7]([C:15]2[CH:20]=[CH:19][N:18]=[CH:17][CH:16]=2)[N:6]=1.[Sn](Cl)(Cl)(Cl)Cl.[OH-].[Na+]. (7) Given the product [CH3:21][O:22][C:2]1[C:11]2[C:6](=[C:7]([O:12][CH3:13])[CH:8]=[CH:9][CH:10]=2)[CH:5]=[C:4]([NH:14][C:15]2[CH:19]=[C:18]([CH3:20])[NH:17][N:16]=2)[N:3]=1, predict the reactants needed to synthesize it. The reactants are: Cl[C:2]1[C:11]2[C:6](=[C:7]([O:12][CH3:13])[CH:8]=[CH:9][CH:10]=2)[CH:5]=[C:4]([NH:14][C:15]2[CH:19]=[C:18]([CH3:20])[NH:17][N:16]=2)[N:3]=1.[CH3:21][OH:22]. (8) Given the product [C:1]([NH:5][C:6]([C:8]1[C:12]2=[N:13][C:14]([C:17]3[N:18]=[CH:19][N:20]4[CH:25]=[C:24]([Cl:26])[CH:23]=[CH:22][C:21]=34)=[CH:15][N:16]=[C:11]2[NH:10][CH:9]=1)=[O:7])([CH3:4])([CH3:2])[CH3:3], predict the reactants needed to synthesize it. The reactants are: [C:1]([NH:5][C:6]([C:8]1[C:12]2=[N:13][C:14]([C:17]3[N:18]=[CH:19][N:20]4[CH:25]=[C:24]([Cl:26])[CH:23]=[CH:22][C:21]=34)=[CH:15][N:16]=[C:11]2[N:10](COCC[Si](C)(C)C)[CH:9]=1)=[O:7])([CH3:4])([CH3:3])[CH3:2].FC(F)(F)C(O)=O. (9) Given the product [CH3:17][C:16]1[CH:15]=[C:14]([CH3:18])[NH:13][C:12](=[O:19])[C:11]=1[CH2:10][NH:9][C:7](=[O:8])[C:6]1[CH:20]=[C:2]([C:38]2[CH:39]=[N:40][N:41]([CH2:43][CH2:44][N:45]3[CH2:50][CH2:49][O:48][CH2:47][CH2:46]3)[CH:42]=2)[CH:3]=[C:4]([N:22]([CH3:29])[CH:23]2[CH2:28][CH2:27][O:26][CH2:25][CH2:24]2)[C:5]=1[CH3:21], predict the reactants needed to synthesize it. The reactants are: Br[C:2]1[CH:3]=[C:4]([N:22]([CH3:29])[CH:23]2[CH2:28][CH2:27][O:26][CH2:25][CH2:24]2)[C:5]([CH3:21])=[C:6]([CH:20]=1)[C:7]([NH:9][CH2:10][C:11]1[C:12](=[O:19])[NH:13][C:14]([CH3:18])=[CH:15][C:16]=1[CH3:17])=[O:8].CC1(C)C(C)(C)OB([C:38]2[CH:39]=[N:40][N:41]([CH2:43][CH2:44][N:45]3[CH2:50][CH2:49][O:48][CH2:47][CH2:46]3)[CH:42]=2)O1.C([O-])([O-])=O.[Na+].[Na+]. (10) Given the product [Br:1][C:2]1[CH:7]=[CH:6][C:5]([S:8]([NH:16][CH:13]([CH3:15])[CH3:14])(=[O:10])=[O:9])=[C:4]([F:12])[CH:3]=1, predict the reactants needed to synthesize it. The reactants are: [Br:1][C:2]1[CH:7]=[CH:6][C:5]([S:8](Cl)(=[O:10])=[O:9])=[C:4]([F:12])[CH:3]=1.[CH:13]([NH2:16])([CH3:15])[CH3:14].